From a dataset of Reaction yield outcomes from USPTO patents with 853,638 reactions. Predict the reaction yield, written as a fraction of the theoretical maximum amount of product (1.0 means a 100% yield; for example, 0.34 means a 34% yield). (1) The reactants are [OH:1][C:2]1[CH:7]=[CH:6][CH:5]=[CH:4][N+:3]=1[O-:8].[CH2:9](Br)[C:10]1[CH:15]=[CH:14][CH:13]=[CH:12][CH:11]=1.C([O-])([O-])=O.[K+].[K+]. The catalyst is CN(C=O)C. The product is [CH2:9]([O:8][N:3]1[CH:4]=[CH:5][CH:6]=[CH:7][C:2]1=[O:1])[C:10]1[CH:15]=[CH:14][CH:13]=[CH:12][CH:11]=1. The yield is 0.840. (2) The yield is 0.820. The product is [CH3:1][O:2][C:3]1[CH:4]=[C:5]([NH:15][C:17]2[N:22]=[C:21]([N:23]3[CH2:24][CH2:25][CH:26]([OH:29])[CH2:27][CH2:28]3)[CH:20]=[C:19]([CH3:30])[N:18]=2)[CH:6]=[CH:7][C:8]=1[N:9]1[CH:13]=[C:12]([CH3:14])[N:11]=[CH:10]1. No catalyst specified. The reactants are [CH3:1][O:2][C:3]1[CH:4]=[C:5]([NH2:15])[CH:6]=[CH:7][C:8]=1[N:9]1[CH:13]=[C:12]([CH3:14])[N:11]=[CH:10]1.Cl[C:17]1[N:22]=[C:21]([N:23]2[CH2:28][CH2:27][CH:26]([OH:29])[CH2:25][CH2:24]2)[CH:20]=[C:19]([CH3:30])[N:18]=1. (3) The reactants are [CH2:1]([N:8]1[CH2:13][C:12]2([CH2:18][CH2:17][NH:16][CH2:15][CH2:14]2)[O:11][CH:10]([C:19]2[CH:24]=[CH:23][CH:22]=[CH:21][CH:20]=2)[CH2:9]1)[C:2]1[CH:7]=[CH:6][CH:5]=[CH:4][CH:3]=1.[CH:25]([O:28][C:29]1[CH:37]=[CH:36][C:32]([C:33](O)=[O:34])=[CH:31][C:30]=1[CH3:38])([CH3:27])[CH3:26].CN(C(ON1N=NC2C=CC=NC1=2)=[N+](C)C)C.F[P-](F)(F)(F)(F)F.C(N(CC)CC)C. The catalyst is C(Cl)Cl.CN(C=O)C. The product is [CH2:1]([N:8]1[CH2:13][C:12]2([CH2:18][CH2:17][N:16]([C:33]([C:32]3[CH:36]=[CH:37][C:29]([O:28][CH:25]([CH3:26])[CH3:27])=[C:30]([CH3:38])[CH:31]=3)=[O:34])[CH2:15][CH2:14]2)[O:11][CH:10]([C:19]2[CH:24]=[CH:23][CH:22]=[CH:21][CH:20]=2)[CH2:9]1)[C:2]1[CH:3]=[CH:4][CH:5]=[CH:6][CH:7]=1. The yield is 1.00. (4) The reactants are Cl[C:2]1[CH:11]=[C:10](Cl)[CH:9]=[CH:8][C:3]=1[C:4]([O:6][CH3:7])=[O:5].CN1CC[CH2:16][C:15]1=O.[CH2:20]([Mg]Br)[CH3:21]. The catalyst is O1CCCC1. The product is [CH2:15]([C:2]1[CH:11]=[C:10]([CH2:20][CH3:21])[CH:9]=[CH:8][C:3]=1[C:4]([O:6][CH3:7])=[O:5])[CH3:16]. The yield is 0.320. (5) The reactants are [CH2:1]([N:3]1[C:7]2=[N:8][C:9]([CH2:59][CH3:60])=[C:10]([CH2:19][NH:20][C:21]([C:23]3[CH:28]=[CH:27][C:26]([C:29]([NH:31][CH2:32][C:33]4[CH:34]=[C:35]([C:39]5[CH:44]=[CH:43][CH:42]=[C:41]([CH2:45][N:46]6[CH2:51][CH2:50][N:49](C(OC(C)(C)C)=O)[CH2:48][CH2:47]6)[CH:40]=5)[CH:36]=[CH:37][CH:38]=4)=[O:30])=[CH:25][CH:24]=3)=[O:22])[C:11]([NH:12][CH:13]3[CH2:18][CH2:17][O:16][CH2:15][CH2:14]3)=[C:6]2[CH:5]=[N:4]1)[CH3:2].C(O)(C(F)(F)F)=O. The catalyst is C(#N)C.O. The product is [CH2:1]([N:3]1[C:7]2=[N:8][C:9]([CH2:59][CH3:60])=[C:10]([CH2:19][NH:20][C:21]([C:23]3[CH:28]=[CH:27][C:26]([C:29]([NH:31][CH2:32][C:33]4[CH:34]=[C:35]([C:39]5[CH:44]=[CH:43][CH:42]=[C:41]([CH2:45][N:46]6[CH2:47][CH2:48][NH:49][CH2:50][CH2:51]6)[CH:40]=5)[CH:36]=[CH:37][CH:38]=4)=[O:30])=[CH:25][CH:24]=3)=[O:22])[C:11]([NH:12][CH:13]3[CH2:14][CH2:15][O:16][CH2:17][CH2:18]3)=[C:6]2[CH:5]=[N:4]1)[CH3:2]. The yield is 0.520. (6) The reactants are Br[C:2]1[CH:3]=[C:4]2[C:8](=[CH:9][CH:10]=1)[NH:7][N:6]=[C:5]2[C:11]1[CH:16]=[CH:15][C:14]([F:17])=[CH:13][CH:12]=1.[N+:18]([C:21]1[CH:22]=[C:23]([CH:26]=[CH:27][CH:28]=1)[CH:24]=[CH2:25])([O-:20])=[O:19]. No catalyst specified. The product is [N+:18]([C:21]1[CH:22]=[C:23](/[CH:24]=[CH:25]/[C:2]2[CH:3]=[C:4]3[C:8](=[CH:9][CH:10]=2)[NH:7][N:6]=[C:5]3[C:11]2[CH:16]=[CH:15][C:14]([F:17])=[CH:13][CH:12]=2)[CH:26]=[CH:27][CH:28]=1)([O-:20])=[O:19]. The yield is 0.520. (7) The reactants are Br[C:2]1[S:3][C:4]([CH3:25])=[C:5]([CH2:7][CH2:8][O:9][C:10]2[CH:11]=[C:12]3[C:16](=[CH:17][CH:18]=2)[C@H:15]([CH2:19][C:20]([O:22]CC)=[O:21])[CH2:14][CH2:13]3)[N:6]=1.[CH3:26][CH2:27]O.[Li+].[OH-]. The catalyst is C1COCC1.O. The product is [CH:10]([C:26]1[CH:27]=[CH:7][C:5]([C:2]2[S:3][C:4]([CH3:25])=[C:5]([CH2:7][CH2:8][O:9][C:10]3[CH:11]=[C:12]4[C:16](=[CH:17][CH:18]=3)[C@H:15]([CH2:19][C:20]([OH:22])=[O:21])[CH2:14][CH2:13]4)[N:6]=2)=[CH:4][CH:25]=1)([CH3:11])[CH3:18]. The yield is 0.660. (8) The yield is 0.550. The product is [CH:15]1([C:18]2[C:19]([N:38]([C:2]3[CH:3]=[CH:4][C:5]([N+:12]([O-:14])=[O:13])=[C:6]([CH:11]=3)[C:7]([O:9][CH3:10])=[O:8])[S:39]([CH3:42])(=[O:41])=[O:40])=[CH:20][C:21]3[O:25][C:24]([C:26]4[CH:31]=[CH:30][C:29]([F:32])=[CH:28][CH:27]=4)=[C:23]([C:33](=[O:34])[NH:35][CH3:36])[C:22]=3[CH:37]=2)[CH2:17][CH2:16]1. The reactants are F[C:2]1[CH:3]=[CH:4][C:5]([N+:12]([O-:14])=[O:13])=[C:6]([CH:11]=1)[C:7]([O:9][CH3:10])=[O:8].[CH:15]1([C:18]2[C:19]([NH:38][S:39]([CH3:42])(=[O:41])=[O:40])=[CH:20][C:21]3[O:25][C:24]([C:26]4[CH:31]=[CH:30][C:29]([F:32])=[CH:28][CH:27]=4)=[C:23]([C:33]([NH:35][CH3:36])=[O:34])[C:22]=3[CH:37]=2)[CH2:17][CH2:16]1.C([O-])([O-])=O.[K+].[K+]. The catalyst is CN(C)P(N(C)C)(N(C)C)=O.CCOC(C)=O.